Task: Predict the reactants needed to synthesize the given product.. Dataset: Retrosynthesis with 50K atom-mapped reactions and 10 reaction types from USPTO (1) Given the product Cc1c(CCN2CCCCC2CC2CCCCC2)c2cc(OC(C)(C)C)ccc2n1C(=O)c1ccccc1, predict the reactants needed to synthesize it. The reactants are: Cc1[nH]c2ccc(OC(C)(C)C)cc2c1CCN1CCCCC1CC1CCCCC1.O=C(Cl)c1ccccc1. (2) Given the product C[C@H]1[C@@H](c2ccccc2)OC(=O)CCC=CC[C@@H](CC(=O)O)C(=O)N1C, predict the reactants needed to synthesize it. The reactants are: C[C@H]1[C@@H](c2ccccc2)OC(=O)CCC=CC[C@@H](CC(=O)OC(C)(C)C)C(=O)N1C. (3) Given the product COc1ccc(C2(C)CCN(c3ccc(Cl)c(Cl)c3)C2=O)cc1OCCN1CCCCC1, predict the reactants needed to synthesize it. The reactants are: COc1ccc(C2(C)CC(O)N(c3ccc(Cl)c(Cl)c3)C2=O)cc1OCCN1CCCCC1.